This data is from NCI-60 drug combinations with 297,098 pairs across 59 cell lines. The task is: Regression. Given two drug SMILES strings and cell line genomic features, predict the synergy score measuring deviation from expected non-interaction effect. Drug 1: CC(C1=C(C=CC(=C1Cl)F)Cl)OC2=C(N=CC(=C2)C3=CN(N=C3)C4CCNCC4)N. Drug 2: CN(C)N=NC1=C(NC=N1)C(=O)N. Cell line: NCI-H226. Synergy scores: CSS=-3.67, Synergy_ZIP=-0.896, Synergy_Bliss=-3.69, Synergy_Loewe=-12.7, Synergy_HSA=-6.24.